From a dataset of Full USPTO retrosynthesis dataset with 1.9M reactions from patents (1976-2016). Predict the reactants needed to synthesize the given product. (1) Given the product [Br:16][C:17]1[CH:18]=[C:19]2[C:23](=[CH:24][CH:25]=1)[NH:22][CH:21]=[C:20]2[CH2:26][N:2]1[C:34]([C:30]2[N:29]([CH3:28])[CH:33]=[CH:32][N:31]=2)=[C:4]2[C:3]([N:8]([CH2:9][CH:10]([CH3:11])[CH3:12])[C:7](=[O:13])[N:6]([CH3:14])[C:5]2=[O:15])=[N:1]1, predict the reactants needed to synthesize it. The reactants are: [NH:1]([C:3]1[N:8]([CH2:9][CH:10]([CH3:12])[CH3:11])[C:7](=[O:13])[N:6]([CH3:14])[C:5](=[O:15])[CH:4]=1)[NH2:2].[Br:16][C:17]1[CH:18]=[C:19]2[C:23](=[CH:24][CH:25]=1)[NH:22][CH:21]=[C:20]2[CH:26]=O.[CH3:28][N:29]1[CH:33]=[CH:32][N:31]=[C:30]1[CH:34]=O. (2) Given the product [OH:17][CH2:16][CH2:15][CH2:14][NH:13][C:10]([C:2]1[S:1][C:5]2[CH:6]=[CH:7][CH:8]=[CH:9][C:4]=2[CH:3]=1)=[O:12], predict the reactants needed to synthesize it. The reactants are: [S:1]1[C:5]2[CH:6]=[CH:7][CH:8]=[CH:9][C:4]=2[CH:3]=[C:2]1[C:10]([OH:12])=O.[NH2:13][CH2:14][CH2:15][CH2:16][OH:17]. (3) The reactants are: [H-].[Al+3].[Li+].[H-].[H-].[H-].[CH3:7][CH:8]([CH3:18])[CH:9]([C:12]1[CH:17]=[CH:16][CH:15]=[CH:14][CH:13]=1)[C:10]#[N:11].CO. Given the product [CH3:7][CH:8]([CH3:18])[CH:9]([C:12]1[CH:17]=[CH:16][CH:15]=[CH:14][CH:13]=1)[CH2:10][NH2:11], predict the reactants needed to synthesize it. (4) Given the product [O:31]=[C:30]([N:10]1[CH2:9][CH2:8][C:7]2[C:12](=[CH:13][C:4]([C:3]([F:2])([F:14])[F:15])=[CH:5][CH:6]=2)[CH2:11]1)[CH2:29][N:18]1[CH2:19][CH2:20][CH2:21][CH:22]([C:23]2[CH:28]=[CH:27][CH:26]=[CH:25][CH:24]=2)[C:17]1=[O:16], predict the reactants needed to synthesize it. The reactants are: Cl.[F:2][C:3]([F:15])([F:14])[C:4]1[CH:13]=[C:12]2[C:7]([CH2:8][CH2:9][NH:10][CH2:11]2)=[CH:6][CH:5]=1.[O:16]=[C:17]1[CH:22]([C:23]2[CH:28]=[CH:27][CH:26]=[CH:25][CH:24]=2)[CH2:21][CH2:20][CH2:19][N:18]1[CH2:29][C:30](O)=[O:31].C(N=C=NCCCN(C)C)C. (5) The reactants are: [C:1]([O:5][C:6]([N:8]([CH3:10])[NH2:9])=[O:7])([CH3:4])([CH3:3])[CH3:2].[C:11]([C:13]1[CH:14]=[CH:15][C:16]([F:22])=[C:17](B(O)O)[CH:18]=1)#[N:12].C(N(CC)CC)C. Given the product [C:1]([O:5][C:6]([N:8]([CH3:10])[NH:9][C:15]1[CH:14]=[C:13]([C:11]#[N:12])[CH:18]=[CH:17][C:16]=1[F:22])=[O:7])([CH3:4])([CH3:3])[CH3:2], predict the reactants needed to synthesize it.